This data is from Reaction yield outcomes from USPTO patents with 853,638 reactions. The task is: Predict the reaction yield, written as a fraction of the theoretical maximum amount of product (1.0 means a 100% yield; for example, 0.34 means a 34% yield). (1) The reactants are [CH3:1][C:2]1[CH:3]=[CH:4][C:5]2[N:6]([CH:8]=[C:9]([C:11](=O)[CH2:12][C:13]([O:15]CC)=O)[N:10]=2)[CH:7]=1.[NH2:19][C:20]1[CH:25]=[CH:24][C:23]([F:26])=[CH:22][N:21]=1. No catalyst specified. The product is [F:26][C:23]1[CH:24]=[CH:25][C:20]2[N:21]([CH:22]=1)[C:13](=[O:15])[CH:12]=[C:11]([C:9]1[N:10]=[C:5]3[CH:4]=[CH:3][C:2]([CH3:1])=[CH:7][N:6]3[CH:8]=1)[N:19]=2. The yield is 0.0600. (2) The reactants are Cl.[Cl-].[CH3:3][O:4][C:5]1[C:10]([CH3:11])=[CH:9][N:8]=[C:7]([CH2:12][P+](C2C=CC=CC=2)(C2C=CC=CC=2)C2C=CC=CC=2)[C:6]=1[CH3:32].[CH2:33]1CCN2C(=NCCC2)C[CH2:34]1.[C:44]1([C:50]2[N:54]=[C:53]([CH:55]=[O:56])O[N:51]=2)[CH:49]=[CH:48][CH:47]=[CH:46]C=1. The catalyst is C1COCC1.CCOC(C)=O. The product is [CH3:3][O:4][C:5]1[C:10]([CH3:11])=[CH:9][N:8]=[C:7](/[CH:12]=[CH:46]/[C:47]2[N:51]=[C:50]([N:54]3[CH2:53][CH2:55][O:56][CH2:34][CH2:33]3)[CH:44]=[CH:49][CH:48]=2)[C:6]=1[CH3:32]. The yield is 0.300. (3) The reactants are [C:1]([O:5][C:6]([NH:8][C:9]1[C:14]([CH3:15])=[CH:13][CH:12]=[CH:11][N:10]=1)=[O:7])([CH3:4])([CH3:3])[CH3:2].C([Li])CCC.[C:21](OCC)(=[O:27])[C:22]([O:24][CH2:25][CH3:26])=[O:23]. The catalyst is C1COCC1. The product is [OH:27][C:21]1([C:22]([O:24][CH2:25][CH3:26])=[O:23])[CH2:15][C:14]2[C:9](=[N:10][CH:11]=[CH:12][CH:13]=2)[N:8]1[C:6]([O:5][C:1]([CH3:4])([CH3:3])[CH3:2])=[O:7]. The yield is 0.470.